From a dataset of Catalyst prediction with 721,799 reactions and 888 catalyst types from USPTO. Predict which catalyst facilitates the given reaction. (1) Reactant: [CH3:1][O:2][C:3]([C:5]1[C:10]2[O:11][C:12]3[C:17]([C:18]([O:20][CH3:21])=[O:19])=[CH:16][CH:15]=[CH:14][C:13]=3[C:9]=2[C:8]([O:22][Si](C(C)C)(C(C)C)C(C)C)=[CH:7][CH:6]=1)=[O:4].C1COCC1.[F-].C([N+](CCCC)(CCCC)CCCC)CCC. Product: [CH3:1][O:2][C:3]([C:5]1[C:10]2[O:11][C:12]3[C:17]([C:18]([O:20][CH3:21])=[O:19])=[CH:16][CH:15]=[CH:14][C:13]=3[C:9]=2[C:8]([OH:22])=[CH:7][CH:6]=1)=[O:4]. The catalyst class is: 6. (2) Product: [NH2:1][C:2]1[S:3][C:4]([Br:11])=[C:5]([C:7]([CH3:10])([CH3:9])[CH3:8])[N:6]=1. The catalyst class is: 53. Reactant: [NH2:1][C:2]1[S:3][CH:4]=[C:5]([C:7]([CH3:10])([CH3:9])[CH3:8])[N:6]=1.[Br:11]N1C(=O)CCC1=O.CCCCCC. (3) Reactant: Cl[C:2]1[C:3]([CH:8]2[CH2:11][N:10]([C:12]([O:14][C:15]([CH3:18])([CH3:17])[CH3:16])=[O:13])[CH2:9]2)=[N:4][CH:5]=[CH:6][N:7]=1.C([O-])([O-])=O.[Na+].[Na+].[CH3:25][O:26][C:27]1[CH:32]=[CH:31][C:30](B(O)O)=[CH:29][CH:28]=1. Product: [C:15]([O:14][C:12]([N:10]1[CH2:11][CH:8]([C:3]2[C:2]([C:30]3[CH:31]=[CH:32][C:27]([O:26][CH3:25])=[CH:28][CH:29]=3)=[N:7][CH:6]=[CH:5][N:4]=2)[CH2:9]1)=[O:13])([CH3:18])([CH3:17])[CH3:16]. The catalyst class is: 117. (4) Reactant: [Cl:1][C:2]1[C:11]([N:12]2[CH:16]=[CH:15][CH:14]=[N:13]2)=[CH:10][CH:9]=[CH:8][C:3]=1[C:4](OC)=[O:5].[NH3:17]. Product: [Cl:1][C:2]1[C:11]([N:12]2[CH:16]=[CH:15][CH:14]=[N:13]2)=[CH:10][CH:9]=[CH:8][C:3]=1[C:4]([NH2:17])=[O:5]. The catalyst class is: 5.